From a dataset of Catalyst prediction with 721,799 reactions and 888 catalyst types from USPTO. Predict which catalyst facilitates the given reaction. (1) Reactant: Cl[C:2]1[N:3]=[C:4]([N:13]2[CH2:18][CH2:17][N:16]([C:19]([O:21][C:22]([CH3:25])([CH3:24])[CH3:23])=[O:20])[CH2:15][CH2:14]2)[C:5]2[CH:10]=[C:9]([CH2:11][CH3:12])[S:8][C:6]=2[N:7]=1.CCN(C(C)C)C(C)C.[NH2:35][CH2:36][C@@H:37]([OH:40])[CH2:38][OH:39]. Product: [OH:40][C@@H:37]([CH2:38][OH:39])[CH2:36][NH:35][C:2]1[N:3]=[C:4]([N:13]2[CH2:18][CH2:17][N:16]([C:19]([O:21][C:22]([CH3:24])([CH3:25])[CH3:23])=[O:20])[CH2:15][CH2:14]2)[C:5]2[CH:10]=[C:9]([CH2:11][CH3:12])[S:8][C:6]=2[N:7]=1. The catalyst class is: 37. (2) Reactant: [Cl:1][C:2]1[N:7]=[C:6]([C:8]([OH:10])=[O:9])[CH:5]=[CH:4][N:3]=1.N1C=CC=CC=1.[C:17]1([CH3:27])[CH:22]=CC(S(Cl)(=O)=O)=C[CH:18]=1.C([O-])(O)=O.[Na+]. Product: [Cl:1][C:2]1[N:7]=[C:6]([C:8]([O:10][C:17]([CH3:27])([CH3:22])[CH3:18])=[O:9])[CH:5]=[CH:4][N:3]=1. The catalyst class is: 218. (3) Reactant: [C:1]([C:3]1[C:4]([N:14]2[CH2:19][CH2:18][CH:17]([C:20]([O:22][C:23]([CH3:26])([CH3:25])[CH3:24])=[O:21])[CH2:16][CH2:15]2)=[N:5][C:6]([S:12][CH3:13])=[C:7]([C:9](F)=[O:10])[CH:8]=1)#[N:2].[CH2:27]([CH:30]([C:38]([O:40][C:41]([CH3:44])([CH3:43])[CH3:42])=[O:39])[C:31]([O:33][C:34]([CH3:37])([CH3:36])[CH3:35])=[O:32])[CH2:28][CH3:29].[O-]OOO[O-].[Na+].[Na+].C(O)(C(F)(F)F)=O. Product: [C:23]([O:22][C:20]([CH:17]1[CH2:18][CH2:19][N:14]([C:4]2[N:5]=[C:6]([S:12][CH3:13])[C:7]([C:9]([C:30]([CH2:27][CH2:28][CH3:29])([C:31]([O:33][C:34]([CH3:37])([CH3:36])[CH3:35])=[O:32])[C:38]([O:40][C:41]([CH3:44])([CH3:43])[CH3:42])=[O:39])=[O:10])=[CH:8][C:3]=2[C:1]#[N:2])[CH2:15][CH2:16]1)=[O:21])([CH3:26])([CH3:25])[CH3:24]. The catalyst class is: 1. (4) Reactant: N[C@H]1C(C)(C)[N:4]([CH:8]([Si:13]([CH3:16])([CH3:15])[CH3:14])[Si:9]([CH3:12])([CH3:11])[CH3:10])[C:3]1=[O:17].CCN(C(C)C)C(C)C.C1(C2C=CC([C:39]3C=[CH:43][N:42]([C:45]([O-:47])=[O:46])[C:41](=O)[C:40]=3[CH3:49])=CC=2)C=CC=CC=1.[C:50]1([C:56]2[CH:61]=[CH:60][C:59](CO)=[CH:58][CH:57]=2)[CH:55]=[CH:54][CH:53]=[CH:52][CH:51]=1. The catalyst class is: 2. Product: [C:50]1([C:56]2[CH:57]=[CH:58][C:59]([O:47][C:45](=[O:46])[N:42]([CH3:43])[C@@H:41]3[C:3](=[O:17])[N:4]([CH:8]([Si:9]([CH3:12])([CH3:11])[CH3:10])[Si:13]([CH3:15])([CH3:14])[CH3:16])[C:40]3([CH3:49])[CH3:39])=[CH:60][CH:61]=2)[CH:51]=[CH:52][CH:53]=[CH:54][CH:55]=1. (5) The catalyst class is: 9. Product: [CH3:46][C:38]1([N:32]2[C:31](=[O:47])[C:30]3[C:34](=[CH:35][CH:36]=[C:28]([CH2:27][NH:26][C:10]([C:7]4[CH:6]=[CH:5][C:4]([O:3][CH2:1][CH3:2])=[CH:9][N:8]=4)=[O:12])[CH:29]=3)[C:33]2=[O:37])[CH2:43][CH2:42][C:41](=[O:44])[NH:40][C:39]1=[O:45]. Reactant: [CH2:1]([O:3][C:4]1[CH:5]=[CH:6][C:7]([C:10]([OH:12])=O)=[N:8][CH:9]=1)[CH3:2].C1N=CN(C(N2C=NC=C2)=O)C=1.Cl.[NH2:26][CH2:27][C:28]1[CH:29]=[C:30]2[C:34](=[CH:35][CH:36]=1)[C:33](=[O:37])[N:32]([C:38]1([CH3:46])[CH2:43][CH2:42][C:41](=[O:44])[NH:40][C:39]1=[O:45])[C:31]2=[O:47].O. (6) The catalyst class is: 643. Product: [CH2:1]([C:8]1[C:9]([OH:28])=[C:10]([C:24]([OH:26])=[O:25])[C:11](=[O:23])[NH:12][C:13]=1[C:14]1[CH:15]=[CH:16][C:17]([N:20]([CH3:22])[CH3:21])=[CH:18][CH:19]=1)[C:2]1[CH:7]=[CH:6][CH:5]=[CH:4][CH:3]=1. Reactant: [CH2:1]([C:8]1[C:9]([OH:28])=[C:10]([C:24]([O:26]C)=[O:25])[C:11](=[O:23])[NH:12][C:13]=1[C:14]1[CH:19]=[CH:18][C:17]([N:20]([CH3:22])[CH3:21])=[CH:16][CH:15]=1)[C:2]1[CH:7]=[CH:6][CH:5]=[CH:4][CH:3]=1.I[Si](C)(C)C.